Dataset: Catalyst prediction with 721,799 reactions and 888 catalyst types from USPTO. Task: Predict which catalyst facilitates the given reaction. (1) Reactant: [C:1]([O:7][CH2:8][C@H:9]([C:15]1[C:39]([CH3:40])=[CH:38][C:18]2[N:19]=[C:20]([C:22]3[CH:27]=[CH:26][CH:25]=[C:24]([C:28]4[CH:29]=[C:30]5[C:34](=[CH:35][CH:36]=4)[N:33]([CH3:37])[N:32]=[CH:31]5)[CH:23]=3)[S:21][C:17]=2[C:16]=1Br)[O:10][C:11]([CH3:14])([CH3:13])[CH3:12])(=[O:6])[C:2]([CH3:5])([CH3:4])[CH3:3].[Cl:42][C:43]1[CH:48]=[CH:47][C:46](B(O)O)=[CH:45][CH:44]=1.C([O-])(O)=O.[Na+].CCOC(C)=O. Product: [C:1]([O:7][CH2:8][C@@H:9]([O:10][C:11]([CH3:14])([CH3:13])[CH3:12])[C:15]1[C:39]([CH3:40])=[CH:38][C:18]2[N:19]=[C:20]([C:22]3[CH:27]=[CH:26][CH:25]=[C:24]([C:28]4[CH:29]=[C:30]5[C:34](=[CH:35][CH:36]=4)[N:33]([CH3:37])[N:32]=[CH:31]5)[CH:23]=3)[S:21][C:17]=2[C:16]=1[C:46]1[CH:47]=[CH:48][C:43]([Cl:42])=[CH:44][CH:45]=1)(=[O:6])[C:2]([CH3:5])([CH3:4])[CH3:3]. The catalyst class is: 77. (2) Reactant: C[O:2][C:3]1[C:4]2[CH:11]=[C:10]([O:12][CH2:13][CH2:14][O:15]C(=O)C)[CH:9]=[CH:8][C:5]=2[O:6][CH:7]=1.O.OS(O)(=O)=O.[Na+].[Cl-]. Product: [OH:15][CH2:14][CH2:13][O:12][C:10]1[CH:9]=[CH:8][C:5]2[O:6][CH2:7][C:3](=[O:2])[C:4]=2[CH:11]=1. The catalyst class is: 54. (3) Reactant: [C:1]1([CH3:17])[CH:6]=[CH:5][C:4]([S:7]([CH2:10][C@H:11]2[NH:15][C:14](=[O:16])[CH2:13][CH2:12]2)(=[O:9])=[O:8])=[CH:3][CH:2]=1.[CH:18]([N-]C(C)C)(C)C.[Li+].CI. Product: [C:1]1([CH3:17])[CH:2]=[CH:3][C:4]([S:7]([CH2:10][C@H:11]2[N:15]([CH3:18])[C:14](=[O:16])[CH2:13][CH2:12]2)(=[O:9])=[O:8])=[CH:5][CH:6]=1. The catalyst class is: 1. (4) Reactant: Br[CH:2]([CH3:12])[C:3]([C:5]1[CH:10]=[CH:9][C:8]([Cl:11])=[CH:7][CH:6]=1)=[O:4].Cl.[CH2:14]([O:16][C:17](=[O:20])[CH2:18][NH2:19])[CH3:15].C(N(CC)C(C)C)(C)C. Product: [CH2:14]([O:16][C:17](=[O:20])[CH2:18][NH:19][CH:2]([CH3:12])[C:3]([C:5]1[CH:10]=[CH:9][C:8]([Cl:11])=[CH:7][CH:6]=1)=[O:4])[CH3:15]. The catalyst class is: 10. (5) Reactant: Cl[C:2]1[N:7]=[C:6]([NH:8][CH2:9][C:10]2[CH:15]=[CH:14][CH:13]=[CH:12][N:11]=2)[C:5]2=[C:16]([C:19]3[CH:24]=[CH:23][CH:22]=[CH:21][CH:20]=3)[CH:17]=[CH:18][N:4]2[N:3]=1.[C:25]([NH:29][S:30]([C:33]1[C:34]([O:48][CH:49]([CH3:51])[CH3:50])=[N:35][CH:36]=[C:37](B2OC(C)(C)C(C)(C)O2)[CH:38]=1)(=[O:32])=[O:31])([CH3:28])([CH3:27])[CH3:26].C([O-])([O-])=O.[K+].[K+]. Product: [C:25]([NH:29][S:30]([C:33]1[C:34]([O:48][CH:49]([CH3:51])[CH3:50])=[N:35][CH:36]=[C:37]([C:2]2[N:7]=[C:6]([NH:8][CH2:9][C:10]3[CH:15]=[CH:14][CH:13]=[CH:12][N:11]=3)[C:5]3=[C:16]([C:19]4[CH:24]=[CH:23][CH:22]=[CH:21][CH:20]=4)[CH:17]=[CH:18][N:4]3[N:3]=2)[CH:38]=1)(=[O:32])=[O:31])([CH3:28])([CH3:27])[CH3:26]. The catalyst class is: 669. (6) Reactant: [O:1]=[C:2]1[N:6]([CH2:7][C:8]2[CH:9]=[C:10]3[C:14](=[CH:15][CH:16]=2)[NH:13][C:12](=[O:17])[CH2:11]3)[CH2:5][CH2:4][O:3]1.[CH3:18][C:19]1[CH:23]=[C:22]([CH3:24])[NH:21][C:20]=1[CH:25]=O.N1CCCCC1. Product: [CH3:18][C:19]1[CH:23]=[C:22]([CH3:24])[NH:21][C:20]=1[CH:25]=[C:11]1[C:10]2[C:14](=[CH:15][CH:16]=[C:8]([CH2:7][N:6]3[CH2:5][CH2:4][O:3][C:2]3=[O:1])[CH:9]=2)[NH:13][C:12]1=[O:17]. The catalyst class is: 8. (7) Reactant: [O:1]=[C:2]1[C@:6]2([CH:10]=[CH:9][C@@H:8]([NH:11][C:12](=[O:18])[O:13][C:14]([CH3:17])([CH3:16])[CH3:15])[CH2:7]2)[CH2:5][CH2:4][O:3]1.CO.[BH4-].[Na+]. Product: [OH:3][CH2:4][CH2:5][C@@:6]1([CH2:2][OH:1])[CH2:7][C@H:8]([NH:11][C:12](=[O:18])[O:13][C:14]([CH3:17])([CH3:15])[CH3:16])[CH:9]=[CH:10]1. The catalyst class is: 238. (8) Reactant: [Br:1][C:2]1[C:11]2[C:6](=[CH:7][CH:8]=[CH:9][CH:10]=2)[N:5]=[C:4]([C:12]([OH:14])=[O:13])[CH:3]=1.[NH2:15][C@@H:16]1[C@@H:21]([OH:22])[CH2:20][CH2:19][O:18][CH2:17]1.CN([P+](ON1N=NC2C=CC=CC1=2)(N(C)C)N(C)C)C.F[P-](F)(F)(F)(F)F.C(N(CC)CC)C. Product: [Br:1][C:2]1[C:11]2[C:6](=[CH:7][CH:8]=[CH:9][CH:10]=2)[N:5]=[C:4]([C:12]([OH:14])=[O:13])[CH:3]=1.[Br:1][C:2]1[C:11]2[C:6](=[CH:7][CH:8]=[CH:9][CH:10]=2)[N:5]=[C:4]([C:12]([NH:15][C@@H:16]2[C@@H:21]([OH:22])[CH2:20][CH2:19][O:18][CH2:17]2)=[O:14])[CH:3]=1. The catalyst class is: 2. (9) Reactant: [N:1]1([CH2:8][CH2:9][O:10][C:11]2[CH:50]=[CH:49][C:14]([CH2:15][NH:16][C:17]3[CH:22]=[C:21]([O:23][Si:24]([C:27]([CH3:30])([CH3:29])[CH3:28])([CH3:26])[CH3:25])[CH:20]=[CH:19][C:18]=3[CH:31]3[CH2:40][CH2:39][C:38]4[C:33](=[CH:34][CH:35]=[C:36]([O:41][Si:42]([C:45]([CH3:48])([CH3:47])[CH3:46])([CH3:44])[CH3:43])[CH:37]=4)[CH2:32]3)=[CH:13][CH:12]=2)[CH2:7][CH2:6][CH2:5][CH2:4][CH2:3][CH2:2]1.[F:51][C:52]([F:63])([F:62])[C:53](O[C:53](=O)[C:52]([F:63])([F:62])[F:51])=O. Product: [N:1]1([CH2:8][CH2:9][O:10][C:11]2[CH:12]=[CH:13][C:14]([CH2:15][N:16]([C:17]3[CH:22]=[C:21]([O:23][Si:24]([C:27]([CH3:30])([CH3:29])[CH3:28])([CH3:26])[CH3:25])[CH:20]=[CH:19][C:18]=3[CH:31]3[CH2:40][CH2:39][C:38]4[C:33](=[CH:34][CH:35]=[C:36]([O:41][Si:42]([C:45]([CH3:48])([CH3:47])[CH3:46])([CH3:44])[CH3:43])[CH:37]=4)[CH2:32]3)[CH2:53][C:52]([F:63])([F:62])[F:51])=[CH:49][CH:50]=2)[CH2:7][CH2:6][CH2:5][CH2:4][CH2:3][CH2:2]1. The catalyst class is: 17. (10) Reactant: C(OC([NH:11][C@@H:12]([CH2:17][N:18]([C:25]1[CH:30]=[CH:29][CH:28]=[CH:27][CH:26]=1)[C:19]1[CH:24]=[CH:23][CH:22]=[CH:21][CH:20]=1)[C:13]([O:15][CH3:16])=[O:14])=O)C1C=CC=CC=1.[H][H]. Product: [NH2:11][C@@H:12]([CH2:17][N:18]([C:25]1[CH:30]=[CH:29][CH:28]=[CH:27][CH:26]=1)[C:19]1[CH:20]=[CH:21][CH:22]=[CH:23][CH:24]=1)[C:13]([O:15][CH3:16])=[O:14]. The catalyst class is: 5.